From a dataset of Catalyst prediction with 721,799 reactions and 888 catalyst types from USPTO. Predict which catalyst facilitates the given reaction. (1) The catalyst class is: 51. Reactant: [CH3:1][C:2]1[CH2:7][CH2:6][CH2:5][C:4]([CH3:9])([CH3:8])[C:3]=1[CH2:10][CH2:11][C:12](=O)[CH3:13].[C:15](O)(=O)C.[CH:19]([NH2:21])=[NH:20]. Product: [CH3:1][C:2]1[CH2:7][CH2:6][CH2:5][C:4]([CH3:9])([CH3:8])[C:3]=1[CH2:10][CH2:11][C:12]1[CH:13]=[CH:15][N:21]=[CH:19][N:20]=1. (2) Reactant: [F-].C([N+](CCCC)(CCCC)CCCC)CCC.[CH3:19][O:20][C:21](=[O:54])[CH2:22][CH2:23][CH2:24][C:25]#[C:26][CH2:27][C@@H:28]1[C@@H:32]([CH2:33][O:34][Si](C(C)(C)C)(C)C)[CH2:31][N:30]([CH2:42][C:43]2[CH:48]=[CH:47][C:46]([O:49][CH3:50])=[CH:45][C:44]=2[O:51][CH3:52])[C:29]1=[O:53]. Product: [CH3:19][O:20][C:21](=[O:54])[CH2:22][CH2:23][CH2:24][C:25]#[C:26][CH2:27][C@@H:28]1[C@@H:32]([CH2:33][OH:34])[CH2:31][N:30]([CH2:42][C:43]2[CH:48]=[CH:47][C:46]([O:49][CH3:50])=[CH:45][C:44]=2[O:51][CH3:52])[C:29]1=[O:53]. The catalyst class is: 1.